This data is from Acute oral toxicity (LD50) regression data from Zhu et al.. The task is: Regression/Classification. Given a drug SMILES string, predict its toxicity properties. Task type varies by dataset: regression for continuous values (e.g., LD50, hERG inhibition percentage) or binary classification for toxic/non-toxic outcomes (e.g., AMES mutagenicity, cardiotoxicity, hepatotoxicity). Dataset: ld50_zhu. (1) The molecule is Oc1ccc(C(c2ccc(O)cc2)(C(F)(F)F)C(F)(F)F)cc1. The rat oral LD50 is 2.00, given as -log10 of the dose in mol/kg body weight (higher means more acutely toxic). (2) The rat oral LD50 is 2.63, given as -log10 of the dose in mol/kg body weight (higher means more acutely toxic). The compound is COc1ccc2c(c1)N(CCCN(C)C)c1ccccc1S2. (3) The compound is CCCN(CCC)C(=O)C(CCC(=O)OCCCOC(=O)Cc1c(C)n(C(=O)c2ccc(Cl)cc2)c2ccc(OC)cc12)NC(=O)c1ccccc1. The rat oral LD50 is 3.08, given as -log10 of the dose in mol/kg body weight (higher means more acutely toxic). (4) The drug is CCOC(=O)N1C(=O)NC(c2ccccc2)(c2ccccc2)C1=O. The rat oral LD50 is 1.97, given as -log10 of the dose in mol/kg body weight (higher means more acutely toxic).